From a dataset of Forward reaction prediction with 1.9M reactions from USPTO patents (1976-2016). Predict the product of the given reaction. (1) Given the reactants C[C@@H]1CCC[N:4]([C:8]([C:10]2[CH:15]=[C:14](C)[CH:13]=[CH:12][C:11]=2[C:17]2C=NN(C)C=2)=[O:9])[C@@H:3]1[CH2:23][NH:24][C:25]1[CH:30]=[CH:29][C:28]([C:31](F)(F)F)=CN=1.CCN(C(C)C)C(C)C.[F:44][C:45]1[CH:50]=[CH:49][C:48]([C:51]2[S:55][C:54]([CH3:56])=[N:53][C:52]=2[C:57]([OH:59])=O)=[CH:47][CH:46]=1.CN(C([O:67]N1N=NC2C=CC=NC1=2)=[N+](C)C)C.F[P-](F)(F)(F)(F)F, predict the reaction product. The product is: [F:44][C:45]1[CH:46]=[CH:47][C:48]([C:51]2[S:55][C:54]([CH3:56])=[N:53][C:52]=2[C:57]([N:24]2[CH2:25][CH2:30][CH2:29][C@@H:28]([CH3:31])[C@H:23]2[CH2:3][N:4]2[C:8](=[O:9])[C:10]3[C:11](=[CH:12][CH:13]=[CH:14][CH:15]=3)[C:17]2=[O:67])=[O:59])=[CH:49][CH:50]=1. (2) Given the reactants [F:1][C@@:2]1([C:9]([O:11]CC)=O)[CH2:7][CH2:6][CH2:5][NH:4][C:3]1=O.C(N(CC)CC)C.[CH3:21][C:22]([O:25][C:26](O[C:26]([O:25][C:22]([CH3:24])([CH3:23])[CH3:21])=[O:27])=[O:27])([CH3:24])[CH3:23], predict the reaction product. The product is: [F:1][C@@:2]1([CH2:9][OH:11])[CH2:7][CH2:6][CH2:5][N:4]([C:26]([O:25][C:22]([CH3:24])([CH3:23])[CH3:21])=[O:27])[CH2:3]1.